Predict the product of the given reaction. From a dataset of Forward reaction prediction with 1.9M reactions from USPTO patents (1976-2016). (1) Given the reactants [H-].[Al+3].[Li+].[H-].[H-].[H-].C(O[C:15]([N:17]1[CH2:22][CH2:21][CH2:20][CH2:19][C@@H:18]1[CH2:23][N:24]1[CH:28]=[C:27]([C:29]2[CH:34]=[CH:33][C:32]([F:35])=[C:31]([C:36](F)([F:38])[F:37])[CH:30]=2)[N:26]=[C:25]1[CH:40]1[CH2:45][CH2:44][NH:43][CH2:42][CH2:41]1)=O)C1C=CC=CC=1, predict the reaction product. The product is: [F:38][CH:36]([F:37])[C:31]1[CH:30]=[C:29]([C:27]2[N:26]=[C:25]([CH:40]3[CH2:41][CH2:42][NH:43][CH2:44][CH2:45]3)[N:24]([CH2:23][C@H:18]3[CH2:19][CH2:20][CH2:21][CH2:22][N:17]3[CH3:15])[CH:28]=2)[CH:34]=[CH:33][C:32]=1[F:35]. (2) Given the reactants C([N:8]1[CH2:16][C:15]2[C:10](=[CH:11][CH:12]=[CH:13][C:14]=2[O:17][CH3:18])[CH2:9]1)C1C=CC=CC=1.C([O-])([O-])=O.[K+].[K+].[CH:25]([NH:38][C:39](=[O:42])[CH2:40]Cl)([C:32]1[CH:37]=[CH:36][CH:35]=[CH:34][CH:33]=1)[C:26]1[CH:31]=[CH:30][CH:29]=[CH:28][CH:27]=1, predict the reaction product. The product is: [CH:25]([NH:38][C:39](=[O:42])[CH2:40][N:8]1[CH2:16][C:15]2[C:10](=[CH:11][CH:12]=[CH:13][C:14]=2[O:17][CH3:18])[CH2:9]1)([C:32]1[CH:37]=[CH:36][CH:35]=[CH:34][CH:33]=1)[C:26]1[CH:31]=[CH:30][CH:29]=[CH:28][CH:27]=1. (3) Given the reactants Cl.[NH:2]1[CH2:7][CH2:6][CH:5]([C@H:8]([OH:10])[CH3:9])[CH2:4][CH2:3]1.I[C:12]1[CH:17]=[CH:16][CH:15]=[C:14]([C:18]([F:21])([F:20])[F:19])[CH:13]=1, predict the reaction product. The product is: [F:19][C:18]([F:21])([F:20])[C:14]1[CH:13]=[C:12]([N:2]2[CH2:7][CH2:6][CH:5]([C@H:8]([OH:10])[CH3:9])[CH2:4][CH2:3]2)[CH:17]=[CH:16][CH:15]=1. (4) Given the reactants C(OC([N:8]1[C@H:13]([C:14](=[O:23])[NH:15][C:16]2[CH:21]=[N:20][CH:19]=[C:18]([Br:22])[N:17]=2)[CH2:12][C@@H:11]2[C@H:9]1[CH2:10]2)=O)(C)(C)C.[C:24]([OH:30])([C:26]([F:29])([F:28])[F:27])=[O:25], predict the reaction product. The product is: [F:27][C:26]([F:29])([F:28])[C:24]([OH:30])=[O:25].[F:27][C:26]([F:29])([F:28])[C:24]([OH:30])=[O:25].[Br:22][C:18]1[N:17]=[C:16]([NH:15][C:14]([C@@H:13]2[CH2:12][C@@H:11]3[C@@H:9]([CH2:10]3)[NH:8]2)=[O:23])[CH:21]=[N:20][CH:19]=1. (5) Given the reactants [ClH:1].[CH3:2][O:3][C:4]1[CH:9]=[CH:8][C:7]([NH:10][NH2:11])=[CH:6][CH:5]=1.[Br:12][C:13]1[CH:20]=[CH:19][C:16]([CH2:17]Br)=[CH:15][CH:14]=1, predict the reaction product. The product is: [ClH:1].[Br:12][C:13]1[CH:20]=[CH:19][C:16]([CH2:17][N:10]([C:7]2[CH:8]=[CH:9][C:4]([O:3][CH3:2])=[CH:5][CH:6]=2)[NH2:11])=[CH:15][CH:14]=1. (6) Given the reactants [CH3:1][O:2][C:3](=[O:11])[C:4]1[CH:9]=[CH:8][CH:7]=[CH:6][C:5]=1[NH2:10].[C:12]1([CH3:22])[CH:17]=[CH:16][C:15]([S:18](Cl)(=[O:20])=[O:19])=[CH:14][CH:13]=1, predict the reaction product. The product is: [CH3:1][O:2][C:3](=[O:11])[C:4]1[CH:9]=[CH:8][CH:7]=[CH:6][C:5]=1[NH:10][S:18]([C:15]1[CH:16]=[CH:17][C:12]([CH3:22])=[CH:13][CH:14]=1)(=[O:20])=[O:19]. (7) Given the reactants [F:1][C:2]1[CH:7]=[CH:6][CH:5]=[C:4]([F:8])[C:3]=1[S:9]([NH:12][C:13]1[CH:14]=[C:15]([CH:21]=[CH:22][C:23]=1[F:24])[C:16](OCC)=[O:17])(=[O:11])=[O:10].[Li+].C[Si]([N-][Si](C)(C)C)(C)C.[Cl:35][C:36]1[N:41]=[C:40]([CH3:42])[CH:39]=[CH:38][N:37]=1, predict the reaction product. The product is: [Cl:35][C:36]1[N:41]=[C:40]([CH2:42][C:16]([C:15]2[CH:21]=[CH:22][C:23]([F:24])=[C:13]([NH:12][S:9]([C:3]3[C:2]([F:1])=[CH:7][CH:6]=[CH:5][C:4]=3[F:8])(=[O:11])=[O:10])[CH:14]=2)=[O:17])[CH:39]=[CH:38][N:37]=1. (8) Given the reactants C([O:3][C:4](=[O:32])[CH2:5][CH2:6][CH2:7][C:8]1[CH:13]=[CH:12][C:11]([NH:14][C:15]2[CH:20]=[C:19]([C:21]3[CH:26]=[C:25]([Cl:27])[CH:24]=[CH:23][C:22]=3[O:28][CH2:29][CH3:30])[N:18]=[C:17]([NH2:31])[N:16]=2)=[CH:10][CH:9]=1)C.[OH-].[Na+].[Cl-].[Na+].Cl, predict the reaction product. The product is: [NH2:31][C:17]1[N:16]=[C:15]([NH:14][C:11]2[CH:12]=[CH:13][C:8]([CH2:7][CH2:6][CH2:5][C:4]([OH:32])=[O:3])=[CH:9][CH:10]=2)[CH:20]=[C:19]([C:21]2[CH:26]=[C:25]([Cl:27])[CH:24]=[CH:23][C:22]=2[O:28][CH2:29][CH3:30])[N:18]=1.